Dataset: NCI-60 drug combinations with 297,098 pairs across 59 cell lines. Task: Regression. Given two drug SMILES strings and cell line genomic features, predict the synergy score measuring deviation from expected non-interaction effect. (1) Drug 1: CC1=C(C(CCC1)(C)C)C=CC(=CC=CC(=CC(=O)O)C)C. Drug 2: CC1C(C(CC(O1)OC2CC(OC(C2O)C)OC3=CC4=CC5=C(C(=O)C(C(C5)C(C(=O)C(C(C)O)O)OC)OC6CC(C(C(O6)C)O)OC7CC(C(C(O7)C)O)OC8CC(C(C(O8)C)O)(C)O)C(=C4C(=C3C)O)O)O)O. Cell line: MDA-MB-231. Synergy scores: CSS=61.4, Synergy_ZIP=-1.86, Synergy_Bliss=-1.86, Synergy_Loewe=-7.09, Synergy_HSA=-1.01. (2) Drug 1: CNC(=O)C1=CC=CC=C1SC2=CC3=C(C=C2)C(=NN3)C=CC4=CC=CC=N4. Drug 2: C1=NC2=C(N=C(N=C2N1C3C(C(C(O3)CO)O)F)Cl)N. Cell line: HT29. Synergy scores: CSS=37.7, Synergy_ZIP=1.14, Synergy_Bliss=-2.27, Synergy_Loewe=-4.47, Synergy_HSA=-4.55. (3) Drug 1: CCC1(CC2CC(C3=C(CCN(C2)C1)C4=CC=CC=C4N3)(C5=C(C=C6C(=C5)C78CCN9C7C(C=CC9)(C(C(C8N6C=O)(C(=O)OC)O)OC(=O)C)CC)OC)C(=O)OC)O.OS(=O)(=O)O. Drug 2: CCN(CC)CCNC(=O)C1=C(NC(=C1C)C=C2C3=C(C=CC(=C3)F)NC2=O)C. Cell line: SF-539. Synergy scores: CSS=49.2, Synergy_ZIP=3.44, Synergy_Bliss=5.22, Synergy_Loewe=-11.4, Synergy_HSA=6.84. (4) Drug 1: C1=CC(=CC=C1CC(C(=O)O)N)N(CCCl)CCCl.Cl. Drug 2: CC1CCC2CC(C(=CC=CC=CC(CC(C(=O)C(C(C(=CC(C(=O)CC(OC(=O)C3CCCCN3C(=O)C(=O)C1(O2)O)C(C)CC4CCC(C(C4)OC)OCCO)C)C)O)OC)C)C)C)OC. Cell line: SK-MEL-5. Synergy scores: CSS=28.9, Synergy_ZIP=5.67, Synergy_Bliss=12.1, Synergy_Loewe=2.31, Synergy_HSA=8.80. (5) Drug 1: CCCS(=O)(=O)NC1=C(C(=C(C=C1)F)C(=O)C2=CNC3=C2C=C(C=N3)C4=CC=C(C=C4)Cl)F. Drug 2: C(CCl)NC(=O)N(CCCl)N=O. Cell line: NCIH23. Synergy scores: CSS=0.738, Synergy_ZIP=1.67, Synergy_Bliss=-0.899, Synergy_Loewe=-5.26, Synergy_HSA=-4.93. (6) Drug 1: C1C(C(OC1N2C=NC3=C2NC=NCC3O)CO)O. Drug 2: C1CCC(C(C1)N)N.C(=O)(C(=O)[O-])[O-].[Pt+4]. Cell line: MOLT-4. Synergy scores: CSS=46.3, Synergy_ZIP=-1.85, Synergy_Bliss=-1.74, Synergy_Loewe=-5.85, Synergy_HSA=-0.505. (7) Drug 1: CC12CCC3C(C1CCC2O)C(CC4=C3C=CC(=C4)O)CCCCCCCCCS(=O)CCCC(C(F)(F)F)(F)F. Drug 2: C1CNP(=O)(OC1)N(CCCl)CCCl. Cell line: UO-31. Synergy scores: CSS=-2.29, Synergy_ZIP=2.28, Synergy_Bliss=1.66, Synergy_Loewe=-0.359, Synergy_HSA=-1.16.